From a dataset of Ames mutagenicity test results for genotoxicity prediction. Regression/Classification. Given a drug SMILES string, predict its toxicity properties. Task type varies by dataset: regression for continuous values (e.g., LD50, hERG inhibition percentage) or binary classification for toxic/non-toxic outcomes (e.g., AMES mutagenicity, cardiotoxicity, hepatotoxicity). Dataset: ames. (1) The compound is C/C=C/CC. The result is 0 (non-mutagenic). (2) The drug is O=[N+]([O-])/C(Br)=C/c1ccccc1. The result is 1 (mutagenic). (3) The molecule is NS(=O)(=O)c1cc2c(cc1Cl)NCNS2(=O)=O. The result is 0 (non-mutagenic). (4) The compound is c1cnc2c(c1)CCC1OC21. The result is 0 (non-mutagenic). (5) The molecule is O=C(O)C(Cl)=C(C(Cl)Cl)C(Cl)Cl. The result is 1 (mutagenic). (6) The compound is Oc1ccc(-c2ccccc2)cc1. The result is 1 (mutagenic).